From a dataset of Forward reaction prediction with 1.9M reactions from USPTO patents (1976-2016). Predict the product of the given reaction. (1) Given the reactants [CH2:1]([NH2:9])[CH2:2][C:3]1[CH:8]=[CH:7][CH:6]=[CH:5][CH:4]=1.C[O:11][C:12]([C:14]1[O:15][C:16]([S:19]([N:22]2[CH2:27][CH2:26][CH:25]([NH:28][C:29]([O:31][C:32]([CH3:35])([CH3:34])[CH3:33])=[O:30])[CH2:24][CH2:23]2)(=[O:21])=[O:20])=[CH:17][CH:18]=1)=O, predict the reaction product. The product is: [C:32]([O:31][C:29](=[O:30])[NH:28][CH:25]1[CH2:26][CH2:27][N:22]([S:19]([C:16]2[O:15][C:14]([C:12](=[O:11])[NH:9][CH2:1][CH2:2][C:3]3[CH:8]=[CH:7][CH:6]=[CH:5][CH:4]=3)=[CH:18][CH:17]=2)(=[O:21])=[O:20])[CH2:23][CH2:24]1)([CH3:35])([CH3:33])[CH3:34]. (2) The product is: [NH2:1][C:2]1[C:3]([O:18][CH2:19][CH:20]2[CH2:22][CH2:21]2)=[CH:4][C:5]([CH:8]([CH2:14][CH:15]([CH3:17])[CH3:16])[C:9]([O:11][CH2:12][CH3:13])=[O:10])=[CH:6][C:7]=1[Br:30]. Given the reactants [NH2:1][C:2]1[CH:7]=[CH:6][C:5]([CH:8]([CH2:14][CH:15]([CH3:17])[CH3:16])[C:9]([O:11][CH2:12][CH3:13])=[O:10])=[CH:4][C:3]=1[O:18][CH2:19][CH:20]1[CH2:22][CH2:21]1.C1C(=O)N([Br:30])C(=O)C1, predict the reaction product. (3) Given the reactants CN(C)/[CH:3]=[CH:4]/[C:5]([C:7]1[C:12](=[O:13])[CH:11]=[CH:10][N:9]([C:14]2[CH:15]=[C:16]([S:20]([N:23]([CH3:25])[CH3:24])(=[O:22])=[O:21])[CH:17]=[CH:18][CH:19]=2)[N:8]=1)=O.[NH:27]([C:29]1[CH:30]=[C:31]([NH:35][C:36](=[O:38])[CH3:37])[CH:32]=[CH:33][CH:34]=1)[NH2:28], predict the reaction product. The product is: [CH3:25][N:23]([CH3:24])[S:20]([C:16]1[CH:15]=[C:14]([N:9]2[CH:10]=[CH:11][C:12](=[O:13])[C:7]([C:5]3[N:27]([C:29]4[CH:30]=[C:31]([NH:35][C:36](=[O:38])[CH3:37])[CH:32]=[CH:33][CH:34]=4)[N:28]=[CH:3][CH:4]=3)=[N:8]2)[CH:19]=[CH:18][CH:17]=1)(=[O:21])=[O:22]. (4) Given the reactants Br[C:2]1[CH:3]=[C:4]([CH:9]=[CH:10][N:11]=1)[C:5]([O:7][CH3:8])=[O:6].[CH3:12][C:13]1[N:14]=[CH:15][NH:16][CH:17]=1.C([O-])([O-])=O.[Cs+].[Cs+], predict the reaction product. The product is: [CH3:12][C:13]1[N:14]=[CH:15][N:16]([C:2]2[CH:3]=[C:4]([CH:9]=[CH:10][N:11]=2)[C:5]([O:7][CH3:8])=[O:6])[CH:17]=1. (5) Given the reactants [CH2:1]([O:8][N:9]1[C:15](=[O:16])[N:14]2[CH2:17][C@H:10]1[CH2:11][CH2:12][C@H:13]2[C:18]([OH:20])=O)[C:2]1[CH:7]=[CH:6][CH:5]=[CH:4][CH:3]=1.[NH2:21][O:22][CH:23]1[CH2:28][CH2:27][N:26]([C:29]([O:31][C:32]([CH3:35])([CH3:34])[CH3:33])=[O:30])[CH2:25][CH2:24]1.OC1C2N=NNC=2C=CC=1.Cl.C(N=C=NCCCN(C)C)C, predict the reaction product. The product is: [CH2:1]([O:8][N:9]1[C:15](=[O:16])[N:14]2[CH2:17][C@H:10]1[CH2:11][CH2:12][C@H:13]2[C:18]([NH:21][O:22][CH:23]1[CH2:24][CH2:25][N:26]([C:29]([O:31][C:32]([CH3:35])([CH3:34])[CH3:33])=[O:30])[CH2:27][CH2:28]1)=[O:20])[C:2]1[CH:3]=[CH:4][CH:5]=[CH:6][CH:7]=1.